Dataset: Reaction yield outcomes from USPTO patents with 853,638 reactions. Task: Predict the reaction yield, written as a fraction of the theoretical maximum amount of product (1.0 means a 100% yield; for example, 0.34 means a 34% yield). (1) The yield is 0.719. The product is [C:6]([CH:5]([CH2:1][CH:2]([CH3:4])[CH3:3])[CH2:8][C:12]([OH:15])=[O:13])#[N:7]. The catalyst is CO. The reactants are [CH2:1]([CH:5]([CH2:8]C#N)[C:6]#[N:7])[CH:2]([CH3:4])[CH3:3].O.[C:12]([O-:15])(O)=[O:13].[Na+].Cl. (2) The reactants are [CH2:1]([N:5]1[C:10]2=[C:11]([CH3:23])[N:12]([CH2:14][C:15]3[CH:20]=[CH:19][C:18]([O:21][CH3:22])=[CH:17][CH:16]=3)[CH:13]=[C:9]2[C:8](=[O:24])[N:7]([CH3:25])[C:6]1=[O:26])[CH:2]([CH3:4])[CH3:3].[Cl:27]C(Cl)(Cl)C(Cl)(Cl)Cl.[Li+].C[Si]([N-][Si](C)(C)C)(C)C. The catalyst is C1COCC1. The product is [Cl:27][C:13]1[N:12]([CH2:14][C:15]2[CH:20]=[CH:19][C:18]([O:21][CH3:22])=[CH:17][CH:16]=2)[C:11]([CH3:23])=[C:10]2[C:9]=1[C:8](=[O:24])[N:7]([CH3:25])[C:6](=[O:26])[N:5]2[CH2:1][CH:2]([CH3:4])[CH3:3]. The yield is 0.640. (3) The reactants are [Cl:1][C:2]1[N:3]=[C:4](Cl)[C:5]2[CH2:10][CH2:9][CH:8]([C:11]3[CH:16]=[CH:15][C:14]([F:17])=[C:13]([F:18])[CH:12]=3)[C:6]=2[N:7]=1.[CH3:20][NH:21][CH3:22]. The catalyst is CO. The product is [Cl:1][C:2]1[N:3]=[C:4]([N:21]([CH3:22])[CH3:20])[C:5]2[CH2:10][CH2:9][CH:8]([C:11]3[CH:16]=[CH:15][C:14]([F:17])=[C:13]([F:18])[CH:12]=3)[C:6]=2[N:7]=1. The yield is 0.318. (4) The reactants are [CH:1]1([NH2:7])[CH2:6][CH2:5][CH2:4][CH2:3][CH2:2]1.C(N(C(C)C)C(C)C)C.[Cl:17][C:18]1[N:23]=[C:22]([Cl:24])[C:21]([C:25](Cl)=[O:26])=[CH:20][N:19]=1. The catalyst is ClCCl. The product is [Cl:17][C:18]1[N:23]=[C:22]([Cl:24])[C:21]([C:25]([NH:7][CH:1]2[CH2:6][CH2:5][CH2:4][CH2:3][CH2:2]2)=[O:26])=[CH:20][N:19]=1. The yield is 0.470. (5) The reactants are [Li+].CCC[CH2-].[CH3:6][O:7][CH:8]([O:14][CH3:15])[C:9]1[Se:10][CH:11]=[CH:12][CH:13]=1.CN([CH:19]=[O:20])C.C(OCC)(=O)C. The catalyst is C1COCC1. The product is [CH3:6][O:7][CH:8]([O:14][CH3:15])[C:9]1[Se:10][C:11]([CH:19]=[O:20])=[CH:12][CH:13]=1. The yield is 0.900.